Task: Predict which catalyst facilitates the given reaction.. Dataset: Catalyst prediction with 721,799 reactions and 888 catalyst types from USPTO (1) Reactant: N1C=CC=CC=1.O[CH2:8][C:9]1[CH:26]=[CH:25][C:12]([CH2:13][NH:14][C:15]([C:17]2[O:18][C:19]([N+:22]([O-:24])=[O:23])=[CH:20][CH:21]=2)=[O:16])=[CH:11][CH:10]=1.CC(OI1(OC(C)=O)(OC(C)=O)OC(=O)C2C=CC=CC1=2)=O.[CH3:49][N:50]1[CH2:55][CH2:54][N:53]([NH2:56])[CH2:52][CH2:51]1. Product: [CH3:49][N:50]1[CH2:55][CH2:54][N:53]([N:56]=[CH:8][C:9]2[CH:26]=[CH:25][C:12]([CH2:13][NH:14][C:15]([C:17]3[O:18][C:19]([N+:22]([O-:24])=[O:23])=[CH:20][CH:21]=3)=[O:16])=[CH:11][CH:10]=2)[CH2:52][CH2:51]1. The catalyst class is: 497. (2) Reactant: [F:1][C:2]1[CH:9]=[CH:8][C:7]([F:10])=[CH:6][C:3]=1[CH:4]=O.[N+:11]([CH2:14][CH2:15][CH2:16][C:17]([O:19]C)=O)([O-:13])=[O:12].[CH2:21]([NH2:28])[C:22]1[CH:27]=[CH:26][CH:25]=[CH:24][CH:23]=1.C([O-])(=O)C.[Na+].C(O)(=O)C. Product: [F:1][C:2]1[CH:9]=[CH:8][C:7]([F:10])=[CH:6][C:3]=1[C@@H:4]1[N:28]([CH2:21][C:22]2[CH:27]=[CH:26][CH:25]=[CH:24][CH:23]=2)[C:17](=[O:19])[CH2:16][CH2:15][C@H:14]1[N+:11]([O-:13])=[O:12]. The catalyst class is: 8. (3) Reactant: CC1(C)[O:6][C@H:5]([CH2:7][N:8]2[CH:12]=[CH:11][C:10]([NH:13][C:14](=[O:37])[C@@H:15]([N:20]3[CH2:24][C:23]([O:25][C:26]4[CH:31]=[CH:30][CH:29]=[C:28]([C:32]([F:35])([F:34])[F:33])[CH:27]=4)=[CH:22][C:21]3=[O:36])[CH2:16][CH:17]([CH3:19])[CH3:18])=[N:9]2)[CH2:4][O:3]1.O.C1(C)C=CC(S(O)(=O)=O)=CC=1. Product: [OH:6][C@@H:5]([CH2:4][OH:3])[CH2:7][N:8]1[CH:12]=[CH:11][C:10]([NH:13][C:14](=[O:37])[C@@H:15]([N:20]2[CH2:24][C:23]([O:25][C:26]3[CH:31]=[CH:30][CH:29]=[C:28]([C:32]([F:34])([F:35])[F:33])[CH:27]=3)=[CH:22][C:21]2=[O:36])[CH2:16][CH:17]([CH3:19])[CH3:18])=[N:9]1. The catalyst class is: 98. (4) Reactant: [Br:1][C:2]1[C:3]2[N:11]([C:12]3[C:17]([F:18])=[CH:16][CH:15]=[CH:14][C:13]=3[F:19])[N:10]=[C:9]([C:20]3[CH:25]=[CH:24][C:23]([CH2:26][C:27]#[N:28])=[CH:22][CH:21]=3)[C:4]=2[C:5](=[O:8])[NH:6][CH:7]=1.C(=O)([O-])[O-:30].[K+].[K+].OO.O. Product: [Br:1][C:2]1[C:3]2[N:11]([C:12]3[C:17]([F:18])=[CH:16][CH:15]=[CH:14][C:13]=3[F:19])[N:10]=[C:9]([C:20]3[CH:25]=[CH:24][C:23]([CH2:26][C:27]([NH2:28])=[O:30])=[CH:22][CH:21]=3)[C:4]=2[C:5](=[O:8])[NH:6][CH:7]=1. The catalyst class is: 16. (5) Reactant: [N+]([O-])([O-])=O.[Mn+2:5].[N+]([O-])([O-])=O.[P:10](=[O:14])([OH:13])([OH:12])[OH:11].[CH2:15](O)C. Product: [O-:14][P:10]([O:13][P:10]([O-:13])([O-:12])=[O:11])(=[O:12])[O-:11].[Mn+4:5].[C:15]. The catalyst class is: 6.